Task: Predict the reactants needed to synthesize the given product.. Dataset: Full USPTO retrosynthesis dataset with 1.9M reactions from patents (1976-2016) (1) Given the product [OH:36][C:30]1([C:26]2[CH:25]=[C:24]([C:9]3[CH:10]=[C:11]4[C:16](=[N:17][CH:18]=3)[N:15]([C:19]([NH2:21])=[O:20])[CH2:14][CH2:13][CH2:12]4)[CH:29]=[N:28][CH:27]=2)[CH2:31][CH2:32][O:33][CH2:34][CH2:35]1, predict the reactants needed to synthesize it. The reactants are: CC1(C)C(C)(C)OB([C:9]2[CH:10]=[C:11]3[C:16](=[N:17][CH:18]=2)[N:15]([C:19]([NH2:21])=[O:20])[CH2:14][CH2:13][CH2:12]3)O1.Br[C:24]1[CH:25]=[C:26]([C:30]2([OH:36])[CH2:35][CH2:34][O:33][CH2:32][CH2:31]2)[CH:27]=[N:28][CH:29]=1.C([O-])([O-])=O.[Na+].[Na+].O. (2) Given the product [CH3:8][O:7][C@@H:6]([CH2:5][C:9]1[CH:10]=[CH:11][C:12]([O:15][CH2:16][CH2:17][CH2:18][O:19][C:20]2[CH:25]=[CH:24][C:23]([O:26][C:27]3[CH:32]=[CH:31][CH:30]=[CH:29][CH:28]=3)=[CH:22][C:21]=2[CH2:33][CH2:34][CH3:35])=[CH:13][CH:14]=1)[C:37]([OH:40])=[O:39], predict the reactants needed to synthesize it. The reactants are: C(OC(=O)[CH:5]([C:9]1[CH:14]=[CH:13][C:12]([O:15][CH2:16][CH2:17][CH2:18][O:19][C:20]2[CH:25]=[CH:24][C:23]([O:26][C:27]3[CH:32]=[CH:31][CH:30]=[CH:29][CH:28]=3)=[CH:22][C:21]=2[CH2:33][CH:34]=[CH2:35])=[CH:11][CH:10]=1)[CH2:6][O:7][CH3:8])C.[C:37]([O:40]CC)(=[O:39])C. (3) Given the product [NH2:24][C:4]1[CH:3]=[C:2]([F:1])[C:7]([CH3:8])=[CH:6][C:5]=1[NH:9][CH:10]1[CH2:11][CH2:12][N:13]([C@H:16]2[CH2:21][CH2:20][C@@H:19]([O:22][CH3:23])[CH2:18][CH2:17]2)[CH2:14][CH2:15]1, predict the reactants needed to synthesize it. The reactants are: [F:1][C:2]1[C:7]([CH3:8])=[CH:6][C:5]([NH:9][CH:10]2[CH2:15][CH2:14][N:13]([C@H:16]3[CH2:21][CH2:20][C@@H:19]([O:22][CH3:23])[CH2:18][CH2:17]3)[CH2:12][CH2:11]2)=[C:4]([N+:24]([O-])=O)[CH:3]=1.O.NN. (4) Given the product [Br:8][C:9]1[CH:10]=[CH:11][C:12]2[S:15](=[O:17])(=[O:16])[N:18]([C:19]([CH3:21])([CH3:20])[CH3:22])[C:5](=[O:7])[C:6]=2[CH:14]=1, predict the reactants needed to synthesize it. The reactants are: C(O[C:5](=[O:7])[CH3:6])(=O)C.[Br:8][C:9]1[CH:14]=C[C:12]([S:15]([NH:18][C:19]([CH3:22])([CH3:21])[CH3:20])(=[O:17])=[O:16])=[C:11](C)[CH:10]=1. (5) Given the product [CH3:30][O:29][C:27]1[CH:26]=[C:25]([CH2:31][O:32][C:33]2[CH:34]=[C:35]([NH:38][C:14](=[O:16])[C:13]3[CH:12]=[CH:11][C:10]([N:4]4[CH2:5][C@H:6]([CH3:9])[N:7]([CH3:8])[C@H:2]([CH3:1])[CH2:3]4)=[CH:20][CH:19]=3)[NH:36][N:37]=2)[CH:24]=[C:23]([O:22][CH3:21])[CH:28]=1, predict the reactants needed to synthesize it. The reactants are: [CH3:1][C@H:2]1[N:7]([CH3:8])[C@@H:6]([CH3:9])[CH2:5][N:4]([C:10]2[CH:20]=[CH:19][C:13]([C:14]([O:16]CC)=O)=[CH:12][CH:11]=2)[CH2:3]1.[CH3:21][O:22][C:23]1[CH:24]=[C:25]([CH2:31][O:32][C:33]2[CH:34]=[C:35]([NH2:38])[NH:36][N:37]=2)[CH:26]=[C:27]([O:29][CH3:30])[CH:28]=1.C[Al](C)C.C1(C)C=CC=CC=1. (6) The reactants are: CC(C)([O-])C.[K+].[N:7]1([CH2:12][CH2:13][OH:14])[CH2:11][CH2:10][CH2:9][CH2:8]1.[Br:15][C:16]1[CH:23]=[CH:22][CH:21]=[CH:20][C:17]=1[CH2:18]Br.O. Given the product [Br:15][C:16]1[CH:23]=[CH:22][CH:21]=[CH:20][C:17]=1[CH2:18][O:14][CH2:13][CH2:12][N:7]1[CH2:11][CH2:10][CH2:9][CH2:8]1, predict the reactants needed to synthesize it. (7) Given the product [Cl:1][C:2]1[S:3][C:4]([CH2:7][N:8]2[C:9](=[O:18])[C:57]([C:38]3[NH:39][C:40]4[CH:45]=[CH:44][C:43]([O:46][Si:47]([CH:51]([CH3:53])[CH3:52])([CH:54]([CH3:55])[CH3:56])[CH:48]([CH3:49])[CH3:50])=[CH:42][C:41]=4[S:36](=[O:63])(=[O:35])[N:37]=3)=[C:11]([OH:17])[C:12]3[S:16][CH:15]=[CH:14][C:13]2=3)=[CH:5][N:6]=1, predict the reactants needed to synthesize it. The reactants are: [Cl:1][C:2]1[S:3][C:4]([CH2:7][N:8]2[C:13]3[CH:14]=[CH:15][S:16][C:12]=3[C:11](=[O:17])O[C:9]2=[O:18])=[CH:5][N:6]=1.C(N1C2N=CC=CC=2C(=O)OC1=O)CCC.[O:35]=[S:36]1(=[O:63])[C:41]2[CH:42]=[C:43]([O:46][Si:47]([CH:54]([CH3:56])[CH3:55])([CH:51]([CH3:53])[CH3:52])[CH:48]([CH3:50])[CH3:49])[CH:44]=[CH:45][C:40]=2[NH:39][C:38]([CH2:57]C(OCC)=O)=[N:37]1.O=S1(=O)C2C=CC=CC=2NC(CC(OCC)=O)=N1. (8) The reactants are: C([N:9]1[C@H:16]2[C@H:12]([N:13]([C:17]([O:19][CH2:20][C:21]3[C:26]([Cl:27])=[CH:25][CH:24]=[C:23]([CH3:28])[C:22]=3[F:29])=[O:18])[CH2:14]C2)[C@@H](O)C1)(=O)C1C=CC=CC=1.C(N1C=CN=C1)(N1C=CN=C1)=O.ClC1C(CO)=C(F)C(C)=CC=1. Given the product [N:13]1([C:17]([O:19][CH2:20][C:21]2[C:26]([Cl:27])=[CH:25][CH:24]=[C:23]([CH3:28])[C:22]=2[F:29])=[O:18])[CH:12]=[CH:16][N:9]=[CH:14]1, predict the reactants needed to synthesize it. (9) Given the product [ClH:29].[F:2][C:3]1[CH:4]=[CH:5][C:6]2[N:11]([C:12]3[CH:17]=[CH:16][CH:15]=[CH:14][C:13]=3[F:18])[S:10](=[O:19])(=[O:20])[CH:9]([CH2:23][CH2:24][CH2:25][NH:26][CH3:27])[O:8][C:7]=2[CH:28]=1, predict the reactants needed to synthesize it. The reactants are: Cl.[F:2][C:3]1[CH:4]=[CH:5][C:6]2[N:11]([C:12]3[CH:17]=[CH:16][CH:15]=[CH:14][C:13]=3[F:18])[S:10]([O-])([O-])([O-:20])([O-:19])[CH:9]([CH2:23][CH2:24][CH2:25][NH:26][CH3:27])[O:8][C:7]=2[CH:28]=1.[Cl:29]CCCC1OC2C=C(F)C=CC=2N(C2C=CC=CC=2F)S1(=O)=O.CN.